This data is from Forward reaction prediction with 1.9M reactions from USPTO patents (1976-2016). The task is: Predict the product of the given reaction. (1) Given the reactants B1([C:10]2[CH:15]=[CH:14][CH:13]=[C:12]([S:16]([NH2:19])(=[O:18])=[O:17])[CH:11]=2)OC(C)(C)C(C)(C)O1.I[C:21]1[C:29]2[C:24](=[N:25][CH:26]=[N:27][C:28]=2[NH2:30])[N:23]([CH:31]([CH3:33])[CH3:32])[N:22]=1.C([O-])([O-])=O.[Na+].[Na+], predict the reaction product. The product is: [NH2:30][C:28]1[N:27]=[CH:26][N:25]=[C:24]2[N:23]([CH:31]([CH3:33])[CH3:32])[N:22]=[C:21]([C:10]3[CH:11]=[C:12]([S:16]([NH2:19])(=[O:17])=[O:18])[CH:13]=[CH:14][CH:15]=3)[C:29]=12. (2) Given the reactants [N+:1]([O-:4])(O)=[O:2].S(=O)(=O)(O)O.[C:10]([C:13]1[CH:18]=[CH:17][C:16]([N:19]2[C:27]3[C:22](=[CH:23][CH:24]=[CH:25][CH:26]=3)[C:21]([C:28]3[CH:33]=[CH:32][C:31]([C:34]([OH:36])=[O:35])=[CH:30][CH:29]=3)=[N:20]2)=[CH:15][CH:14]=1)([OH:12])=[O:11].[OH-].[Na+], predict the reaction product. The product is: [C:34]([C:31]1[CH:30]=[CH:29][C:28]([C:21]2[C:22]3[C:27](=[CH:26][CH:25]=[C:24]([N+:1]([O-:4])=[O:2])[CH:23]=3)[N:19]([C:16]3[CH:15]=[CH:14][C:13]([C:10]([OH:12])=[O:11])=[CH:18][CH:17]=3)[N:20]=2)=[CH:33][CH:32]=1)([OH:36])=[O:35]. (3) Given the reactants C[O:2][C:3](=[O:19])[C:4]1[CH:9]=[C:8]([F:10])[C:7]([O:11][CH2:12][CH2:13][O:14]C(=O)C)=[C:6](Br)[CH:5]=1.[F:20][C:21]([F:32])([F:31])[C:22]1[CH:23]=[C:24](B(O)O)[CH:25]=[CH:26][CH:27]=1, predict the reaction product. The product is: [F:10][C:8]1[CH:9]=[C:4]([C:3]([OH:2])=[O:19])[CH:5]=[C:6]([C:26]2[CH:25]=[CH:24][CH:23]=[C:22]([C:21]([F:32])([F:31])[F:20])[CH:27]=2)[C:7]=1[O:11][CH2:12][CH2:13][OH:14]. (4) The product is: [CH2:1]([O:4][C:5]1([CH3:36])[CH2:10][CH2:9][N:8]([C:11]2[N:16]3[N:17]=[C:18]([CH2:20][N:21]4[CH:48]=[C:47]([C:41]5([O:40][CH2:37][CH:38]=[CH2:39])[CH2:42][CH2:43][CH2:44][CH2:45][CH2:46]5)[N:23]=[N:22]4)[CH:19]=[C:15]3[N:14]=[C:13]([CH3:24])[C:12]=2[C@H:25]([O:31][C:32]([CH3:35])([CH3:34])[CH3:33])[C:26]([O:28][CH2:29][CH3:30])=[O:27])[CH2:7][CH2:6]1)[CH:2]=[CH2:3]. Given the reactants [CH2:1]([O:4][C:5]1([CH3:36])[CH2:10][CH2:9][N:8]([C:11]2[N:16]3[N:17]=[C:18]([CH2:20][N:21]=[N+:22]=[N-:23])[CH:19]=[C:15]3[N:14]=[C:13]([CH3:24])[C:12]=2[C@H:25]([O:31][C:32]([CH3:35])([CH3:34])[CH3:33])[C:26]([O:28][CH2:29][CH3:30])=[O:27])[CH2:7][CH2:6]1)[CH:2]=[CH2:3].[CH2:37]([O:40][C:41]1([C:47]#[CH:48])[CH2:46][CH2:45][CH2:44][CH2:43][CH2:42]1)[CH:38]=[CH2:39].O=C1O[C@H]([C@H](CO)O)C([O-])=C1O.[Na+], predict the reaction product. (5) The product is: [CH:25]12[CH2:31][CH:29]3[CH2:28][CH:27]([CH2:32][CH:23]([CH2:30]3)[CH:24]1[NH:33][C:34]([N:1]1[CH2:5][CH2:4][C@@H:3]([NH:6][C:7](=[O:13])[O:8][C:9]([CH3:10])([CH3:12])[CH3:11])[CH2:2]1)=[O:35])[CH2:26]2. Given the reactants [NH:1]1[CH2:5][CH2:4][C@@H:3]([NH:6][C:7](=[O:13])[O:8][C:9]([CH3:12])([CH3:11])[CH3:10])[CH2:2]1.CCN(C(C)C)C(C)C.[CH:23]12[CH2:32][CH:27]3[CH2:28][CH:29]([CH2:31][CH:25]([CH2:26]3)[CH:24]1[N:33]=[C:34]=[O:35])[CH2:30]2.Cl, predict the reaction product. (6) Given the reactants Br[C:2]1[CH:3]=[CH:4][C:5]2[C:11]3[N:12]=[C:13]([N:15]4[C:19]([CH3:21])([CH3:20])[CH2:18][N:17]([CH3:22])[C:16]4=[O:23])[S:14][C:10]=3[CH2:9][CH2:8][O:7][C:6]=2[CH:24]=1.[CH3:25][C:26]([OH:43])([CH3:42])[CH2:27][N:28]1[CH:32]=[C:31](B2OC(C)(C)C(C)(C)O2)[CH:30]=[N:29]1, predict the reaction product. The product is: [OH:43][C:26]([CH3:42])([CH3:25])[CH2:27][N:28]1[CH:32]=[C:31]([C:2]2[CH:3]=[CH:4][C:5]3[C:11]4[N:12]=[C:13]([N:15]5[C:19]([CH3:21])([CH3:20])[CH2:18][N:17]([CH3:22])[C:16]5=[O:23])[S:14][C:10]=4[CH2:9][CH2:8][O:7][C:6]=3[CH:24]=2)[CH:30]=[N:29]1. (7) Given the reactants [CH2:1]([CH:8]1[CH2:13][CH2:12][N:11]([C:14]2[CH:19]=[C:18](Cl)[N:17]=[CH:16][N:15]=2)[CH2:10][CH2:9]1)[C:2]1[CH:7]=[CH:6][CH:5]=[CH:4][CH:3]=1.[NH2:21][NH2:22], predict the reaction product. The product is: [CH2:1]([CH:8]1[CH2:13][CH2:12][N:11]([C:14]2[CH:19]=[C:18]([NH:21][NH2:22])[N:17]=[CH:16][N:15]=2)[CH2:10][CH2:9]1)[C:2]1[CH:7]=[CH:6][CH:5]=[CH:4][CH:3]=1.